From a dataset of Catalyst prediction with 721,799 reactions and 888 catalyst types from USPTO. Predict which catalyst facilitates the given reaction. (1) Reactant: N#N.[CH3:3][C:4]1([C:9]2[CH:10]=[C:11]([CH2:15][OH:16])[CH:12]=[N:13][CH:14]=2)[O:8][CH2:7][CH2:6][O:5]1.CCN(CC)CC.[S:24](Cl)([CH3:27])(=[O:26])=[O:25]. Product: [CH3:3][C:4]1([C:9]2[CH:10]=[C:11]([CH2:15][O:16][S:24]([CH3:27])(=[O:26])=[O:25])[CH:12]=[N:13][CH:14]=2)[O:5][CH2:6][CH2:7][O:8]1. The catalyst class is: 64. (2) Reactant: [H-].[Na+].[Br:3][CH2:4][CH2:5][CH2:6][CH2:7][CH2:8][CH2:9][CH2:10][CH2:11][O:12][CH2:13][C:14]1[S:15][C:16](=[C:19]2[S:23][CH:22]=[CH:21][S:20]2)[S:17][CH:18]=1.C(Br)C#C.C1CCN2C(=NCCC2)CC1. Product: [Br:3][CH2:4][CH2:5][CH2:6][CH2:7][CH2:8][CH2:9][CH2:10][CH2:11][O:12][CH2:13][C:14]1[S:15][C:16](=[C:19]2[S:23][CH:22]=[CH:21][S:20]2)[S:17][CH:18]=1. The catalyst class is: 396.